Dataset: Full USPTO retrosynthesis dataset with 1.9M reactions from patents (1976-2016). Task: Predict the reactants needed to synthesize the given product. (1) Given the product [NH:9]1[CH2:8][CH2:7][O:6][C:5]2[N:10]=[CH:11][C:2]([C:13]#[N:14])=[CH:3][C:4]1=2, predict the reactants needed to synthesize it. The reactants are: Br[C:2]1[CH:11]=[N:10][C:5]2[O:6][CH2:7][CH2:8][NH:9][C:4]=2[CH:3]=1.O.[CH3:13][N:14]1CCCC1=O. (2) Given the product [CH3:31][Si:20]([CH2:19][CH2:18][CH2:17][NH:16][C:1](=[O:9])[C:2]1[CH:3]=[CH:4][CH:5]=[CH:6][CH:7]=1)([O:26][Si:27]([CH3:30])([CH3:29])[CH3:28])[O:21][Si:22]([CH3:23])([CH3:24])[CH3:25], predict the reactants needed to synthesize it. The reactants are: [C:1]([OH:9])(=O)[C:2]1[CH:7]=[CH:6][CH:5]=[CH:4][CH:3]=1.C(Cl)(=O)C(Cl)=O.[NH2:16][CH2:17][CH2:18][CH2:19][Si:20]([CH3:31])([O:26][Si:27]([CH3:30])([CH3:29])[CH3:28])[O:21][Si:22]([CH3:25])([CH3:24])[CH3:23].C(N(C(C)C)CC)(C)C. (3) Given the product [CH:12]([Si:15]([CH:37]([CH3:39])[CH3:38])([CH:34]([CH3:36])[CH3:35])[O:16][CH2:17][C:18]1[CH:33]=[CH:32][C:21]([C:22]([C:24]2[CH:25]=[C:26]([CH:29]=[CH:30][CH:31]=2)[C:27]#[N:28])=[CH2:2])=[CH:20][CH:19]=1)([CH3:14])[CH3:13], predict the reactants needed to synthesize it. The reactants are: O1CCC[CH2:2]1.CC(C)([O-])C.[K+].[CH:12]([Si:15]([CH:37]([CH3:39])[CH3:38])([CH:34]([CH3:36])[CH3:35])[O:16][CH2:17][C:18]1[CH:33]=[CH:32][C:21]([C:22]([C:24]2[CH:25]=[C:26]([CH:29]=[CH:30][CH:31]=2)[C:27]#[N:28])=O)=[CH:20][CH:19]=1)([CH3:14])[CH3:13]. (4) Given the product [CH3:1][O:2][C:3](=[O:33])[C@H:4]([CH2:23][C:24]1[CH:29]=[CH:28][C:27]([N+:30]([O-:32])=[O:31])=[CH:26][CH:25]=1)[NH:5][C:6]([C:8]1([CH2:13][CH2:14][NH:15][C:16]([O:18][C:19]([CH3:22])([CH3:21])[CH3:20])=[O:17])[CH2:12][CH2:11][CH2:10][CH2:9]1)=[S:43], predict the reactants needed to synthesize it. The reactants are: [CH3:1][O:2][C:3](=[O:33])[C@H:4]([CH2:23][C:24]1[CH:29]=[CH:28][C:27]([N+:30]([O-:32])=[O:31])=[CH:26][CH:25]=1)[NH:5][C:6]([C:8]1([CH2:13][CH2:14][NH:15][C:16]([O:18][C:19]([CH3:22])([CH3:21])[CH3:20])=[O:17])[CH2:12][CH2:11][CH2:10][CH2:9]1)=O.COC1C=CC(P2(SP(C3C=CC(OC)=CC=3)(=S)S2)=[S:43])=CC=1. (5) Given the product [C:1]([O:5][C:6]([NH:8][CH2:9][C:10]1[CH:11]=[C:12]([CH:21]=[CH:22][C:23]=1[O:24][CH3:25])[C:13]([C:15]1([C:18]([O:20][CH3:26])=[O:19])[CH2:16][CH2:17]1)=[O:14])=[O:7])([CH3:4])([CH3:3])[CH3:2], predict the reactants needed to synthesize it. The reactants are: [C:1]([O:5][C:6]([NH:8][CH2:9][C:10]1[CH:11]=[C:12]([CH:21]=[CH:22][C:23]=1[O:24][CH3:25])[C:13]([C:15]1([C:18]([OH:20])=[O:19])[CH2:17][CH2:16]1)=[O:14])=[O:7])([CH3:4])([CH3:3])[CH3:2].[CH3:26][Si](C=[N+]=[N-])(C)C.C(O)(=O)C.